Task: Predict the product of the given reaction.. Dataset: Forward reaction prediction with 1.9M reactions from USPTO patents (1976-2016) Given the reactants [CH3:1][O:2][C:3]1[CH:25]=[CH:24][CH:23]=[C:22]([NH:26][C:27]([C:29]2[C:38]3[C:33](=[CH:34][CH:35]=[CH:36][CH:37]=3)[CH:32]=[CH:31][CH:30]=2)=[O:28])[C:4]=1[C:5]([NH:7][CH2:8][CH:9]1[CH2:14][O:13][CH2:12][CH2:11][N:10]1C(OC(C)(C)C)=O)=[O:6].[ClH:39], predict the reaction product. The product is: [CH3:1][O:2][C:3]1[C:4]([C:5]([NH:7][CH2:8][CH:9]2[CH2:14][O:13][CH2:12][CH2:11][NH:10]2)=[O:6])=[C:22]([NH:26][C:27]([C:29]2[C:38]3[C:33](=[CH:34][CH:35]=[CH:36][CH:37]=3)[CH:32]=[CH:31][CH:30]=2)=[O:28])[CH:23]=[CH:24][CH:25]=1.[ClH:39].